From a dataset of Forward reaction prediction with 1.9M reactions from USPTO patents (1976-2016). Predict the product of the given reaction. (1) Given the reactants [CH2:1]([O:3][CH2:4][CH2:5][N:6]1[C:11](=[O:12])[CH:10]=[CH:9][C:8]([C:13]([OH:15])=O)=[CH:7]1)[CH3:2].Cl.[Br:17][C:18]1[CH:25]=[CH:24][C:21]([CH2:22][NH2:23])=[C:20]([O:26][C:27]([F:30])([F:29])[F:28])[CH:19]=1.ON1C2C=CC=CC=2N=N1.Cl.C(N=C=NCCCN(C)C)C.C(N(C(C)C)CC)(C)C, predict the reaction product. The product is: [Br:17][C:18]1[CH:25]=[CH:24][C:21]([CH2:22][NH:23][C:13]([C:8]2[CH:9]=[CH:10][C:11](=[O:12])[N:6]([CH2:5][CH2:4][O:3][CH2:1][CH3:2])[CH:7]=2)=[O:15])=[C:20]([O:26][C:27]([F:28])([F:29])[F:30])[CH:19]=1. (2) Given the reactants [CH2:1]1[C:9]2[C:4](=CC=CC=2)[CH2:3][CH:2]1[O:10][C:11]1[CH:12]=[C:13]([C:19]2[NH:20][N:21]([CH3:25])[C:22](=[O:24])[CH:23]=2)[CH:14]=[CH:15][C:16]=1[O:17][CH3:18].[C:26]1(NN)[CH:31]=[CH:30]C=[CH:28][CH:27]=1.O.NN, predict the reaction product. The product is: [CH:2]1([O:10][C:11]2[CH:12]=[C:13]([C:19]3[NH:20][N:21]([C:25]4[CH:30]=[CH:31][CH:26]=[CH:27][CH:28]=4)[C:22](=[O:24])[CH:23]=3)[CH:14]=[CH:15][C:16]=2[O:17][CH3:18])[CH2:3][CH2:4][CH2:9][CH2:1]1. (3) Given the reactants Cl[C:2]1[C:7]([C:8]([O:10][CH2:11][CH3:12])=[O:9])=[CH:6][N:5]=[C:4]([S:13][CH3:14])[N:3]=1.[Cl:15][C:16]1[CH:17]=[C:18]([CH:21]=[CH:22][C:23]=1[O:24][CH3:25])[CH2:19][NH2:20].C(O)(=O)CC(CC(O)=O)(C(O)=O)O, predict the reaction product. The product is: [Cl:15][C:16]1[CH:17]=[C:18]([CH:21]=[CH:22][C:23]=1[O:24][CH3:25])[CH2:19][NH:20][C:2]1[C:7]([C:8]([O:10][CH2:11][CH3:12])=[O:9])=[CH:6][N:5]=[C:4]([S:13][CH3:14])[N:3]=1.